This data is from Catalyst prediction with 721,799 reactions and 888 catalyst types from USPTO. The task is: Predict which catalyst facilitates the given reaction. Product: [Si:1]([O:8][C:9]([CH3:19])([CH3:18])[CH2:10][N:11]1[CH:15]=[C:14]([Sn:25]([CH3:27])([CH3:26])[CH3:24])[N:13]=[C:12]1[CH3:17])([C:4]([CH3:7])([CH3:6])[CH3:5])([CH3:3])[CH3:2]. Reactant: [Si:1]([O:8][C:9]([CH3:19])([CH3:18])[CH2:10][N:11]1[CH:15]=[C:14](I)[N:13]=[C:12]1[CH3:17])([C:4]([CH3:7])([CH3:6])[CH3:5])([CH3:3])[CH3:2].C([Mg]Br)C.[CH3:24][Sn:25](Cl)([CH3:27])[CH3:26]. The catalyst class is: 2.